This data is from Full USPTO retrosynthesis dataset with 1.9M reactions from patents (1976-2016). The task is: Predict the reactants needed to synthesize the given product. (1) The reactants are: [CH3:1][O:2][S:3]([O-:6])(=[O:5])=[O:4].[NH2:7][C:8]1[CH:13]=[CH:12][CH:11]=[CH:10][C:9]=1[N:14]([CH3:21])[CH2:15][CH2:16][N+:17]([CH3:20])([CH3:19])[CH3:18].[N:22]([O-])=O.[Na+].[CH:26]1[C:35]2[C:30](=[CH:31][CH:32]=[CH:33][CH:34]=2)[CH:29]=[CH:28][C:27]=1[OH:36].C(=O)([O-])[O-].[Na+].[Na+]. Given the product [CH3:1][O:2][S:3]([O-:6])(=[O:5])=[O:4].[OH:36][C:27]1[CH:28]=[CH:29][C:30]2[C:35](=[CH:34][CH:33]=[CH:32][CH:31]=2)[C:26]=1[N:22]=[N:7][C:8]1[CH:13]=[CH:12][CH:11]=[CH:10][C:9]=1[N:14]([CH3:21])[CH2:15][CH2:16][N+:17]([CH3:20])([CH3:19])[CH3:18], predict the reactants needed to synthesize it. (2) Given the product [CH2:49]([O:12][C:13]([N:15]1[CH2:20][CH2:19][C:18]2[N:21]=[CH:22][S:23][C:17]=2[CH:16]1[C:24]1[CH:29]=[C:28]([F:30])[CH:27]=[CH:26][C:25]=1[O:31][CH2:32][C:33]([OH:35])=[O:34])=[O:14])[C:50]1[CH:55]=[CH:54][CH:53]=[CH:52][CH:51]=1, predict the reactants needed to synthesize it. The reactants are: FC(F)(F)C(O)=O.C([O:12][C:13]([N:15]1[CH2:20][CH2:19][C:18]2[N:21]=[CH:22][S:23][C:17]=2[CH:16]1[C:24]1[CH:29]=[C:28]([F:30])[CH:27]=[CH:26][C:25]=1[O:31][CH2:32][C:33]([O:35]CC)=[O:34])=[O:14])(C)(C)C.C(N(CC)CC)C.ClC(O[CH2:49][C:50]1[CH:55]=[CH:54][CH:53]=[CH:52][CH:51]=1)=O. (3) Given the product [Br:1][C:2]1[C:7]([F:8])=[CH:6][C:5]([CH2:9][O:10][Si:17]([C:13]([CH3:16])([CH3:15])[CH3:14])([CH3:19])[CH3:18])=[C:4]([Cl:11])[CH:3]=1, predict the reactants needed to synthesize it. The reactants are: [Br:1][C:2]1[C:7]([F:8])=[CH:6][C:5]([CH2:9][OH:10])=[C:4]([Cl:11])[CH:3]=1.[Cl-].[C:13]([SiH:17]([CH3:19])[CH3:18])([CH3:16])([CH3:15])[CH3:14].N1C=CN=C1.